From a dataset of Full USPTO retrosynthesis dataset with 1.9M reactions from patents (1976-2016). Predict the reactants needed to synthesize the given product. (1) Given the product [Cl:1][C:2]1[CH:3]=[CH:4][C:5]([C:8]([CH3:13])([CH3:12])[C:9](=[O:11])[CH2:10][C:14]([O:15][CH2:16][CH3:17])=[O:18])=[CH:6][CH:7]=1, predict the reactants needed to synthesize it. The reactants are: [Cl:1][C:2]1[CH:7]=[CH:6][C:5]([C:8]([CH3:13])([CH3:12])[C:9](=[O:11])[CH3:10])=[CH:4][CH:3]=1.[C:14](=O)([O:18]CC)[O:15][CH2:16][CH3:17].[H-].[Na+]. (2) Given the product [CH3:1][N:2]1[CH:6]=[C:5]([C:7]2[CH:30]=[CH:29][C:10]3[N:11]([C:14]4[CH:15]=[C:16]([CH:17]=[C:18]([N:20]5[CH:24]=[CH:23][CH:22]=[N:21]5)[CH:19]=4)[NH2:25])[CH:12]=[N:13][C:9]=3[CH:8]=2)[CH:4]=[N:3]1, predict the reactants needed to synthesize it. The reactants are: [CH3:1][N:2]1[CH:6]=[C:5]([C:7]2[CH:30]=[CH:29][C:10]3[N:11]([C:14]4[CH:15]=[C:16]([NH:25]C(=O)C)[CH:17]=[C:18]([N:20]5[CH:24]=[CH:23][CH:22]=[N:21]5)[CH:19]=4)[CH:12]=[N:13][C:9]=3[CH:8]=2)[CH:4]=[N:3]1.[OH-].[Na+]. (3) The reactants are: [NH2:1][C:2]1[CH:10]=[CH:9][C:5]([C:6]([OH:8])=O)=[CH:4][C:3]=1[F:11].[C:12]([NH:16][C:17]([C:19]1[O:20][C:21]([CH2:24][N:25]2[CH2:30][CH2:29][NH:28][CH2:27][CH2:26]2)=[CH:22][CH:23]=1)=[O:18])([CH3:15])([CH3:14])[CH3:13].C(N(CC)CC)C.CCCP1(OP(CCC)(=O)OP(CCC)(=O)O1)=O. Given the product [NH2:1][C:2]1[CH:10]=[CH:9][C:5]([C:6]([N:28]2[CH2:29][CH2:30][N:25]([CH2:24][C:21]3[O:20][C:19]([C:17]([NH:16][C:12]([CH3:15])([CH3:14])[CH3:13])=[O:18])=[CH:23][CH:22]=3)[CH2:26][CH2:27]2)=[O:8])=[CH:4][C:3]=1[F:11], predict the reactants needed to synthesize it. (4) Given the product [CH:20]1[C:21]2[CH:9]([CH2:8][O:7][C:6](=[O:22])[N:5]([CH2:23][C:24]3[N:28]([CH3:29])[C:27]4[CH:30]=[CH:31][CH:32]=[CH:33][C:26]=4[N:25]=3)[CH2:4][CH:3]=[O:2])[C:10]3[C:15](=[CH:14][CH:13]=[CH:12][CH:11]=3)[C:16]=2[CH:17]=[CH:18][CH:19]=1, predict the reactants needed to synthesize it. The reactants are: C[O:2][CH:3](OC)[CH2:4][N:5]([CH2:23][C:24]1[N:28]([CH3:29])[C:27]2[CH:30]=[CH:31][CH:32]=[CH:33][C:26]=2[N:25]=1)[C:6](=[O:22])[O:7][CH2:8][CH:9]1[C:21]2[CH:20]=[CH:19][CH:18]=[CH:17][C:16]=2[C:15]2[C:10]1=[CH:11][CH:12]=[CH:13][CH:14]=2.Cl. (5) Given the product [Cl:1][C:2]1[CH:7]=[CH:6][C:5]([CH2:8][CH2:9][C:10]([O:12][CH3:13])=[O:11])=[C:4]([CH2:14][N:25]2[CH2:24][CH2:23][N:22]([S:27]([C:30]3[CH:35]=[CH:34][CH:33]=[CH:32][CH:31]=3)(=[O:29])=[O:28])[C@@H:21]([CH3:20])[CH2:26]2)[CH:3]=1, predict the reactants needed to synthesize it. The reactants are: [Cl:1][C:2]1[CH:7]=[CH:6][C:5]([CH2:8][CH2:9][C:10]([O:12][CH3:13])=[O:11])=[C:4]([CH2:14]OS(C)(=O)=O)[CH:3]=1.[CH3:20][C@H:21]1[CH2:26][NH:25][CH2:24][CH2:23][N:22]1[S:27]([C:30]1[CH:35]=[CH:34][CH:33]=[CH:32][CH:31]=1)(=[O:29])=[O:28].